This data is from Reaction yield outcomes from USPTO patents with 853,638 reactions. The task is: Predict the reaction yield, written as a fraction of the theoretical maximum amount of product (1.0 means a 100% yield; for example, 0.34 means a 34% yield). (1) The reactants are [F:1][CH:2]([F:35])[O:3][C:4]1[CH:5]=[C:6]([CH:14]([N:19]2[CH2:27][C:26]3[C:21](=[C:22]([NH:28][C:29]([CH:31]4[CH2:33][CH2:32]4)=[O:30])[CH:23]=[CH:24][CH:25]=3)[C:20]2=[O:34])[CH2:15][C:16](O)=[O:17])[CH:7]=[CH:8][C:9]=1[O:10][CH:11]([F:13])[F:12].C(N1C=CN=C1)([N:38]1C=CN=C1)=O.[OH-].[NH4+].O. The catalyst is O1CCCC1. The product is [F:1][CH:2]([F:35])[O:3][C:4]1[CH:5]=[C:6]([CH:14]([N:19]2[C:20](=[O:34])[C:21]3[C:26](=[CH:25][CH:24]=[CH:23][C:22]=3[NH:28][C:29]([CH:31]3[CH2:33][CH2:32]3)=[O:30])[CH2:27]2)[CH2:15][C:16](=[O:17])[NH2:38])[CH:7]=[CH:8][C:9]=1[O:10][CH:11]([F:13])[F:12]. The yield is 0.460. (2) The reactants are [Cl:1][C:2]1[CH:7]=[CH:6][C:5]([OH:8])=[CH:4][N:3]=1.[C:9]([N:16]1[CH2:21][CH2:20][CH:19]([CH2:22]O)[CH2:18][CH2:17]1)([O:11][C:12]([CH3:15])([CH3:14])[CH3:13])=[O:10].C1C=CC(P(C2C=CC=CC=2)C2C=CC=CC=2)=CC=1.N(C(OC(C)C)=O)=NC(OC(C)C)=O. The catalyst is C1COCC1. The product is [Cl:1][C:2]1[N:3]=[CH:4][C:5]([O:8][CH2:22][CH:19]2[CH2:20][CH2:21][N:16]([C:9]([O:11][C:12]([CH3:13])([CH3:15])[CH3:14])=[O:10])[CH2:17][CH2:18]2)=[CH:6][CH:7]=1. The yield is 0.540. (3) The reactants are [F:1][C:2]1[CH:3]=[CH:4][C:5]2[O:10][CH2:9][C:8](=[O:11])[N:7]([CH2:12][C@H:13]([CH3:16])[CH2:14]I)[C:6]=2[CH:17]=1.[CH2:18]([CH:22]1[CH2:28][CH:27]2[NH:29][CH:24]([CH2:25][CH2:26]2)[CH2:23]1)[CH2:19][CH2:20][CH3:21]. The catalyst is CCCCCCC.CCOC(C)=O. The product is [CH2:18]([CH:22]1[CH2:23][CH:24]2[N:29]([CH2:14][C@@H:13]([CH3:16])[CH2:12][N:7]3[C:6]4[CH:17]=[C:2]([F:1])[CH:3]=[CH:4][C:5]=4[O:10][CH2:9][C:8]3=[O:11])[CH:27]([CH2:26][CH2:25]2)[CH2:28]1)[CH2:19][CH2:20][CH3:21]. The yield is 0.580. (4) The reactants are [Br:1][C:2]1[CH:3]=[C:4]([OH:8])[CH:5]=[CH:6][CH:7]=1.[OH-].[Na+].Br[CH2:12][CH2:13][C:14]([OH:16])=[O:15].Cl. The catalyst is O. The product is [Br:1][C:2]1[CH:3]=[C:4]([CH:5]=[CH:6][CH:7]=1)[O:8][CH2:12][CH2:13][C:14]([OH:16])=[O:15]. The yield is 0.249.